From a dataset of Catalyst prediction with 721,799 reactions and 888 catalyst types from USPTO. Predict which catalyst facilitates the given reaction. (1) Reactant: [CH3:1][C:2]1[N:3]=[C:4]2[N:9]=[C:8]([C:10]3[CH:15]=[CH:14][C:13]([CH2:16][N:17]4[CH2:20][CH:19]([C:21]5[N:25]=[C:24]([C:26]6[CH:31]=[CH:30][CH:29]=[C:28]([CH3:32])[N:27]=6)[NH:23][N:22]=5)[CH2:18]4)=[CH:12][CH:11]=3)[C:7]([C:33]3[CH:38]=[CH:37][CH:36]=[CH:35][CH:34]=3)=[CH:6][N:5]2[CH:39]=1.[Br:40]N1C(=O)CCC1=O. Product: [Br:40][C:39]1[N:5]2[CH:6]=[C:7]([C:33]3[CH:38]=[CH:37][CH:36]=[CH:35][CH:34]=3)[C:8]([C:10]3[CH:15]=[CH:14][C:13]([CH2:16][N:17]4[CH2:20][CH:19]([C:21]5[N:25]=[C:24]([C:26]6[CH:31]=[CH:30][CH:29]=[C:28]([CH3:32])[N:27]=6)[NH:23][N:22]=5)[CH2:18]4)=[CH:12][CH:11]=3)=[N:9][C:4]2=[N:3][C:2]=1[CH3:1]. The catalyst class is: 22. (2) Reactant: [Cr](Cl)([O-])(=O)=O.[NH+]1C=CC=CC=1.[C:12]1([C:18]2([CH2:21][CH2:22]O)[CH2:20][CH2:19]2)[CH:17]=[CH:16][CH:15]=[CH:14][CH:13]=1.[NH2:24][C:25]1[C:30]([C:31]([F:34])([F:33])[F:32])=[CH:29][CH:28]=[CH:27][C:26]=1[C:35]([C:37]1[CH:42]=[CH:41][CH:40]=[CH:39][CH:38]=1)=O.C(=O)(O)[O-].[Na+]. Product: [C:37]1([C:35]2[C:26]3[C:25](=[C:30]([C:31]([F:32])([F:33])[F:34])[CH:29]=[CH:28][CH:27]=3)[N:24]=[CH:22][C:21]=2[C:18]2([C:12]3[CH:17]=[CH:16][CH:15]=[CH:14][CH:13]=3)[CH2:20][CH2:19]2)[CH:42]=[CH:41][CH:40]=[CH:39][CH:38]=1. The catalyst class is: 585. (3) Reactant: [CH2:1]([O:3][C:4](=[O:28])[CH2:5][C:6]1[CH:7]=[C:8]([C:14]2[CH:19]=[CH:18][C:17]([C:20]([F:23])([F:22])[F:21])=[CH:16][C:15]=2[CH2:24][NH:25][CH2:26][CH3:27])[C:9]([O:12][CH3:13])=[CH:10][CH:11]=1)[CH3:2].C(N(C(C)C)CC)(C)C.[C:38](Cl)(Cl)=[O:39].[Cl:42][C:43]1[CH:44]=[C:45]([CH:48]=[C:49]([Cl:51])[CH:50]=1)[CH2:46][NH2:47].C(N(CC)CC)C. Product: [CH2:1]([O:3][C:4](=[O:28])[CH2:5][C:6]1[CH:7]=[C:8]([C:14]2[CH:19]=[CH:18][C:17]([C:20]([F:23])([F:21])[F:22])=[CH:16][C:15]=2[CH2:24][N:25]([CH2:26][CH3:27])[C:38]([NH:47][CH2:46][C:45]2[CH:44]=[C:43]([Cl:42])[CH:50]=[C:49]([Cl:51])[CH:48]=2)=[O:39])[C:9]([O:12][CH3:13])=[CH:10][CH:11]=1)[CH3:2]. The catalyst class is: 34. (4) Reactant: [CH3:1][C:2]1[C:7]([N+:8]([O-])=O)=[CH:6][CH:5]=[C:4]([CH:11]2[CH2:15][CH2:14][N:13]([CH2:16][C:17]3[CH:22]=[CH:21][CH:20]=[CH:19][CH:18]=3)[CH2:12]2)[N:3]=1.[Cl-].[NH4+]. Product: [CH3:1][C:2]1[C:7]([NH2:8])=[CH:6][CH:5]=[C:4]([CH:11]2[CH2:15][CH2:14][N:13]([CH2:16][C:17]3[CH:22]=[CH:21][CH:20]=[CH:19][CH:18]=3)[CH2:12]2)[N:3]=1. The catalyst class is: 190. (5) Reactant: [OH:1][C:2]1[CH:11]=[C:10]2[C:5]([C:6]([O:12][C:13]3[C:14]([CH3:23])=[N:15][C:16]4[C:21]([CH:22]=3)=[CH:20][CH:19]=[CH:18][N:17]=4)=[CH:7][CH:8]=[N:9]2)=[CH:4][C:3]=1[O:24][CH3:25].C(=O)([O-])[O-].[K+].[K+].Br[CH2:33][CH2:34][OH:35]. Product: [CH3:25][O:24][C:3]1[CH:4]=[C:5]2[C:10](=[CH:11][C:2]=1[O:1][CH2:33][CH2:34][OH:35])[N:9]=[CH:8][CH:7]=[C:6]2[O:12][C:13]1[C:14]([CH3:23])=[N:15][C:16]2[C:21]([CH:22]=1)=[CH:20][CH:19]=[CH:18][N:17]=2. The catalyst class is: 9.